Dataset: Reaction yield outcomes from USPTO patents with 853,638 reactions. Task: Predict the reaction yield, written as a fraction of the theoretical maximum amount of product (1.0 means a 100% yield; for example, 0.34 means a 34% yield). The reactants are [CH3:1][C:2]1([CH3:40])[CH2:7][CH2:6][C:5]([C:8]2[CH:13]=[C:12]([CH2:14][CH2:15][S:16](=[O:21])(=[O:20])[N:17]([CH3:19])[CH3:18])[CH:11]=[CH:10][C:9]=2[NH:22][C:23]([C:25]2[N:26](COCC[Si](C)(C)C)[CH:27]=[C:28]([C:30]#[N:31])[N:29]=2)=[O:24])=[CH:4][CH2:3]1.CCO.C(O)(C(F)(F)F)=O.CO. The catalyst is C(Cl)Cl. The product is [CH3:1][C:2]1([CH3:40])[CH2:7][CH2:6][C:5]([C:8]2[CH:13]=[C:12]([CH2:14][CH2:15][S:16](=[O:21])(=[O:20])[N:17]([CH3:19])[CH3:18])[CH:11]=[CH:10][C:9]=2[NH:22][C:23]([C:25]2[NH:26][CH:27]=[C:28]([C:30]#[N:31])[N:29]=2)=[O:24])=[CH:4][CH2:3]1. The yield is 0.610.